From a dataset of Reaction yield outcomes from USPTO patents with 853,638 reactions. Predict the reaction yield, written as a fraction of the theoretical maximum amount of product (1.0 means a 100% yield; for example, 0.34 means a 34% yield). (1) The reactants are F[B-](F)(F)F.N1(OC(N(C)C)=[N+](C)C)C2C=CC=CC=2N=N1.[Cl:23][C:24]1[CH:28]=[N:27][N:26]([CH3:29])[C:25]=1[C:30]([OH:32])=O.[N:33]1([C:39]2[N:44]3[CH:45]=[C:46]([C:48]4[CH:53]=[CH:52][CH:51]=[CH:50][CH:49]=4)[N:47]=[C:43]3[CH:42]=[C:41]([NH2:54])[N:40]=2)[CH2:38][CH2:37][O:36][CH2:35][CH2:34]1. The catalyst is CN(C=O)C.C(OCC)(=O)C. The product is [N:33]1([C:39]2[N:44]3[CH:45]=[C:46]([C:48]4[CH:53]=[CH:52][CH:51]=[CH:50][CH:49]=4)[N:47]=[C:43]3[CH:42]=[C:41]([NH:54][C:30]([C:25]3[N:26]([CH3:29])[N:27]=[CH:28][C:24]=3[Cl:23])=[O:32])[N:40]=2)[CH2:38][CH2:37][O:36][CH2:35][CH2:34]1. The yield is 0.0110. (2) The reactants are [CH2:1]([O:8][C:9]1[CH:38]=[CH:37][C:12]2[NH:13][C:14]([C:19]3[C:24](=[O:25])[N:23]([N:26]=[C:27]4[CH2:32][CH2:31][CH2:30][CH2:29][CH2:28]4)[C:22]4[CH:33]=[CH:34][S:35][C:21]=4[C:20]=3[OH:36])=[N:15][S:16](=[O:18])(=[O:17])[C:11]=2[CH:10]=1)[C:2]1[CH:7]=[CH:6][CH:5]=[CH:4][CH:3]=1.CO.[BH4-].[Li+].Cl. The catalyst is O1CCCC1.O. The product is [CH2:1]([O:8][C:9]1[CH:38]=[CH:37][C:12]2[NH:13][C:14]([C:19]3[C:24](=[O:25])[N:23]([NH:26][CH:27]4[CH2:28][CH2:29][CH2:30][CH2:31][CH2:32]4)[C:22]4[CH:33]=[CH:34][S:35][C:21]=4[C:20]=3[OH:36])=[N:15][S:16](=[O:17])(=[O:18])[C:11]=2[CH:10]=1)[C:2]1[CH:3]=[CH:4][CH:5]=[CH:6][CH:7]=1. The yield is 0.690. (3) The reactants are [CH:1]1([N:6]2[C:15]3[N:14]=[C:13]([NH2:16])[N:12]=[CH:11][C:10]=3[N:9]3[CH:17]=[N:18][N:19]=[C:8]3[C@H:7]2[CH2:20][CH3:21])[CH2:5][CH2:4][CH2:3][CH2:2]1.[H-].[Na+].ClC(OC)=O.[Cl-].[NH4+:30]. The catalyst is CN(C=O)C. The product is [CH:1]1([N:6]2[C:15]3[N:14]=[C:13]([NH:16][C:2]4[CH:3]=[N:30][CH:4]=[CH:5][CH:1]=4)[N:12]=[CH:11][C:10]=3[N:9]3[CH:17]=[N:18][N:19]=[C:8]3[C@H:7]2[CH2:20][CH3:21])[CH2:2][CH2:3][CH2:4][CH2:5]1. The yield is 0.310. (4) The reactants are Cl[C:2]1[N:7]=[C:6]2[O:8][C:9]3[N:26]=[C:25]([C:27]4[CH:37]=[CH:36][C:30]([C:31]([N:33]([CH3:35])[CH3:34])=[O:32])=[CH:29][CH:28]=4)[CH:24]=[CH:23][C:10]=3[CH:11]([C:12]([CH3:22])([CH3:21])[C:13](=[O:20])[NH:14][C:15]3[S:16][CH:17]=[N:18][N:19]=3)[C:5]2=[CH:4][CH:3]=1.[CH3:38][NH:39][CH3:40]. The catalyst is CO. The product is [CH3:38][N:39]([CH3:40])[C:2]1[N:7]=[C:6]2[O:8][C:9]3[N:26]=[C:25]([C:27]4[CH:37]=[CH:36][C:30]([C:31]([N:33]([CH3:35])[CH3:34])=[O:32])=[CH:29][CH:28]=4)[CH:24]=[CH:23][C:10]=3[CH:11]([C:12]([CH3:22])([CH3:21])[C:13](=[O:20])[NH:14][C:15]3[S:16][CH:17]=[N:18][N:19]=3)[C:5]2=[CH:4][CH:3]=1. The yield is 0.700. (5) The reactants are [NH2:1][C:2]1[CH:30]=[CH:29][C:5]2[NH:6][C:7]([C:12]3[C:13](=[O:28])[N:14]([CH2:23][CH2:24][CH:25]([CH3:27])[CH3:26])[C:15]4[C:20]([C:21]=3[OH:22])=[CH:19][CH:18]=[CH:17][N:16]=4)=[N:8][S:9](=[O:11])(=[O:10])[C:4]=2[CH:3]=1.[CH3:31][O:32][C:33](=[O:39])[CH2:34][S:35](Cl)(=[O:37])=[O:36].C(N(CC)CC)C. The catalyst is C(Cl)Cl. The product is [OH:22][C:21]1[C:20]2[C:15](=[N:16][CH:17]=[CH:18][CH:19]=2)[N:14]([CH2:23][CH2:24][CH:25]([CH3:27])[CH3:26])[C:13](=[O:28])[C:12]=1[C:7]1[NH:6][C:5]2[CH:29]=[CH:30][C:2]([NH:1][S:35]([CH2:34][C:33]([O:32][CH3:31])=[O:39])(=[O:37])=[O:36])=[CH:3][C:4]=2[S:9](=[O:11])(=[O:10])[N:8]=1. The yield is 0.0700. (6) The reactants are N1C(Cl)=NC(Cl)=NC=1[Cl:3].CN(C)C=O.[Cl:15][C:16]1[C:17]([CH3:42])=[C:18]([CH:28]2[CH2:31][N:30]([C:32]([O:34][CH2:35][C:36]3[CH:41]=[CH:40][CH:39]=[CH:38][CH:37]=3)=[O:33])[CH2:29]2)[C:19]([O:25][CH2:26][CH3:27])=[C:20]([CH:22](O)[CH3:23])[CH:21]=1.O. The catalyst is ClCCl. The product is [Cl:15][C:16]1[C:17]([CH3:42])=[C:18]([CH:28]2[CH2:31][N:30]([C:32]([O:34][CH2:35][C:36]3[CH:41]=[CH:40][CH:39]=[CH:38][CH:37]=3)=[O:33])[CH2:29]2)[C:19]([O:25][CH2:26][CH3:27])=[C:20]([CH:22]([Cl:3])[CH3:23])[CH:21]=1. The yield is 0.430.